Dataset: Peptide-MHC class II binding affinity with 134,281 pairs from IEDB. Task: Regression. Given a peptide amino acid sequence and an MHC pseudo amino acid sequence, predict their binding affinity value. This is MHC class II binding data. (1) The peptide sequence is DENPYKTWAYHGSYEVK. The MHC is DRB1_0301 with pseudo-sequence DRB1_0301. The binding affinity (normalized) is 0.399. (2) The peptide sequence is HKSGSSIGKAFTTTLKGA. The MHC is DRB1_1501 with pseudo-sequence DRB1_1501. The binding affinity (normalized) is 0.143.